The task is: Regression. Given a peptide amino acid sequence and an MHC pseudo amino acid sequence, predict their binding affinity value. This is MHC class II binding data.. This data is from Peptide-MHC class II binding affinity with 134,281 pairs from IEDB. (1) The peptide sequence is LPRPPATPPPPPPPQ. The MHC is DRB1_0701 with pseudo-sequence DRB1_0701. The binding affinity (normalized) is 0.0757. (2) The peptide sequence is GKWLDAKSTWYGKPT. The MHC is DRB4_0101 with pseudo-sequence DRB4_0103. The binding affinity (normalized) is 0.0775.